The task is: Predict the reaction yield, written as a fraction of the theoretical maximum amount of product (1.0 means a 100% yield; for example, 0.34 means a 34% yield).. This data is from Reaction yield outcomes from USPTO patents with 853,638 reactions. (1) The reactants are [CH:1]1([C:4]([NH:6][C:7]2[N:31]=[C:10]3[CH:11]=[CH:12][C:13]([O:15][C:16]4[CH:17]=[CH:18][C:19]([CH3:30])=[C:20]([NH:22]C(=O)OC(C)(C)C)[CH:21]=4)=[CH:14][N:9]3[N:8]=2)=[O:5])[CH2:3][CH2:2]1. The catalyst is FC(F)(F)C(O)=O. The product is [NH2:22][C:20]1[CH:21]=[C:16]([CH:17]=[CH:18][C:19]=1[CH3:30])[O:15][C:13]1[CH:12]=[CH:11][C:10]2[N:9]([N:8]=[C:7]([NH:6][C:4]([CH:1]3[CH2:3][CH2:2]3)=[O:5])[N:31]=2)[CH:14]=1. The yield is 0.890. (2) The reactants are CC1N(CC[C:9]2[CH:14]=[CH:13][C:12]([O:15][CH2:16][CH2:17][CH2:18][CH2:19][CH2:20][CH2:21][C:22]3[CH:27]=[CH:26][CH:25]=[CH:24][CH:23]=3)=[CH:11][CH:10]=2)C(C2C=CC(O)=CC=2)=CC=1.[OH:35][C@@H:36]([CH2:42][C:43]1[CH:48]=[CH:47][CH:46]=[CH:45][CH:44]=1)[C:37]([O:39][CH2:40][CH3:41])=[O:38].[C:62]1(P([C:62]2[CH:67]=[CH:66][CH:65]=[CH:64][CH:63]=2)[C:62]2[CH:67]=[CH:66][CH:65]=[CH:64][CH:63]=2)[CH:67]=[CH:66][CH:65]=[CH:64][CH:63]=1.N(C([N:80]1[CH2:85][CH2:84][CH2:83][CH2:82][CH2:81]1)=O)=NC([N:80]1[CH2:85][CH2:84][CH2:83][CH2:82][CH2:81]1)=O. The catalyst is C1(C)C=CC=CC=1.O. The product is [CH3:82][C:81]1[N:80]([C:9]2[CH:10]=[CH:11][C:12]([O:15][CH2:16][CH2:17][CH2:18][CH2:19][CH2:20][CH2:21][C:22]3[CH:23]=[CH:24][CH:25]=[CH:26][CH:27]=3)=[CH:13][CH:14]=2)[C:85]([C:62]2[CH:63]=[CH:64][C:65]([O:35][C@H:36]([CH2:42][C:43]3[CH:44]=[CH:45][CH:46]=[CH:47][CH:48]=3)[C:37]([O:39][CH2:40][CH3:41])=[O:38])=[CH:66][CH:67]=2)=[CH:84][CH:83]=1. The yield is 0.455. (3) The reactants are [S:1]1[C:5]2[CH:6]=[CH:7][CH:8]=[CH:9][C:4]=2[CH:3]=[C:2]1[S:10]([N:13]1[C:17]([C:18]2[CH:23]=[CH:22][CH:21]=[CH:20][CH:19]=2)=[CH:16][C:15]([CH:24]=O)=[CH:14]1)(=[O:12])=[O:11].CO.[CH3:28][NH2:29].[BH4-].[Na+].[ClH:32].C(=O)([O-])O.[Na+]. The catalyst is CO. The product is [ClH:32].[S:1]1[C:5]2[CH:6]=[CH:7][CH:8]=[CH:9][C:4]=2[CH:3]=[C:2]1[S:10]([N:13]1[C:17]([C:18]2[CH:23]=[CH:22][CH:21]=[CH:20][CH:19]=2)=[CH:16][C:15]([CH2:24][NH:29][CH3:28])=[CH:14]1)(=[O:12])=[O:11]. The yield is 0.610. (4) The reactants are [CH3:1][O:2][C:3]1[CH:8]=[CH:7][C:6](/[CH:9]=[CH:10]/[CH2:11][C:12]([OH:14])=O)=[CH:5][CH:4]=1.[B-](F)(F)(F)F.CN([C:23]([O:27][N:28]1N=NC2[C:29]1=CC=CC=2)=[N+](C)C)C.CCN(CC)CC. The catalyst is CN(C=O)C.O. The product is [CH3:23][O:27][N:28]([CH3:29])[C:12](=[O:14])[CH2:11]/[CH:10]=[CH:9]/[C:6]1[CH:5]=[CH:4][C:3]([O:2][CH3:1])=[CH:8][CH:7]=1. The yield is 0.296.